Dataset: NCI-60 drug combinations with 297,098 pairs across 59 cell lines. Task: Regression. Given two drug SMILES strings and cell line genomic features, predict the synergy score measuring deviation from expected non-interaction effect. (1) Drug 1: C1=CC(=CC=C1CCC2=CNC3=C2C(=O)NC(=N3)N)C(=O)NC(CCC(=O)O)C(=O)O. Drug 2: C1CN1P(=S)(N2CC2)N3CC3. Cell line: SK-MEL-28. Synergy scores: CSS=10.1, Synergy_ZIP=-4.54, Synergy_Bliss=0.485, Synergy_Loewe=-4.42, Synergy_HSA=1.81. (2) Drug 1: CC1C(C(=O)NC(C(=O)N2CCCC2C(=O)N(CC(=O)N(C(C(=O)O1)C(C)C)C)C)C(C)C)NC(=O)C3=C4C(=C(C=C3)C)OC5=C(C(=O)C(=C(C5=N4)C(=O)NC6C(OC(=O)C(N(C(=O)CN(C(=O)C7CCCN7C(=O)C(NC6=O)C(C)C)C)C)C(C)C)C)N)C. Synergy scores: CSS=30.2, Synergy_ZIP=4.99, Synergy_Bliss=7.43, Synergy_Loewe=-21.2, Synergy_HSA=1.93. Cell line: ACHN. Drug 2: CC12CCC3C(C1CCC2O)C(CC4=C3C=CC(=C4)O)CCCCCCCCCS(=O)CCCC(C(F)(F)F)(F)F. (3) Drug 1: CC12CCC3C(C1CCC2=O)CC(=C)C4=CC(=O)C=CC34C. Drug 2: CC12CCC3C(C1CCC2O)C(CC4=C3C=CC(=C4)O)CCCCCCCCCS(=O)CCCC(C(F)(F)F)(F)F. Cell line: SK-MEL-2. Synergy scores: CSS=52.5, Synergy_ZIP=-0.0687, Synergy_Bliss=-3.33, Synergy_Loewe=-3.77, Synergy_HSA=-3.87. (4) Drug 1: C1=NC2=C(N1)C(=S)N=CN2. Drug 2: CC1C(C(CC(O1)OC2CC(CC3=C2C(=C4C(=C3O)C(=O)C5=C(C4=O)C(=CC=C5)OC)O)(C(=O)CO)O)N)O.Cl. Cell line: TK-10. Synergy scores: CSS=37.7, Synergy_ZIP=-8.80, Synergy_Bliss=-7.14, Synergy_Loewe=-10.2, Synergy_HSA=-2.34. (5) Drug 1: CC1C(C(CC(O1)OC2CC(CC3=C2C(=C4C(=C3O)C(=O)C5=C(C4=O)C(=CC=C5)OC)O)(C(=O)CO)O)N)O.Cl. Drug 2: CCCCC(=O)OCC(=O)C1(CC(C2=C(C1)C(=C3C(=C2O)C(=O)C4=C(C3=O)C=CC=C4OC)O)OC5CC(C(C(O5)C)O)NC(=O)C(F)(F)F)O. Cell line: NCI-H522. Synergy scores: CSS=66.2, Synergy_ZIP=4.14, Synergy_Bliss=3.87, Synergy_Loewe=4.20, Synergy_HSA=7.01. (6) Drug 2: C1=NC2=C(N1)C(=S)N=CN2. Cell line: HT29. Drug 1: CN1C(=O)N2C=NC(=C2N=N1)C(=O)N. Synergy scores: CSS=35.3, Synergy_ZIP=-11.3, Synergy_Bliss=-5.51, Synergy_Loewe=-28.7, Synergy_HSA=-2.56. (7) Drug 1: CC1=C2C(C(=O)C3(C(CC4C(C3C(C(C2(C)C)(CC1OC(=O)C(C(C5=CC=CC=C5)NC(=O)OC(C)(C)C)O)O)OC(=O)C6=CC=CC=C6)(CO4)OC(=O)C)OC)C)OC. Drug 2: CC1C(C(CC(O1)OC2CC(CC3=C2C(=C4C(=C3O)C(=O)C5=CC=CC=C5C4=O)O)(C(=O)C)O)N)O. Cell line: SK-MEL-28. Synergy scores: CSS=43.4, Synergy_ZIP=-10.4, Synergy_Bliss=-12.6, Synergy_Loewe=-8.41, Synergy_HSA=-7.40. (8) Synergy scores: CSS=3.58, Synergy_ZIP=2.96, Synergy_Bliss=7.59, Synergy_Loewe=1.91, Synergy_HSA=2.98. Drug 2: C1C(C(OC1N2C=NC3=C2NC=NCC3O)CO)O. Drug 1: CC1=CC=C(C=C1)C2=CC(=NN2C3=CC=C(C=C3)S(=O)(=O)N)C(F)(F)F. Cell line: U251. (9) Drug 1: CC1=CC2C(CCC3(C2CCC3(C(=O)C)OC(=O)C)C)C4(C1=CC(=O)CC4)C. Cell line: OVCAR3. Drug 2: B(C(CC(C)C)NC(=O)C(CC1=CC=CC=C1)NC(=O)C2=NC=CN=C2)(O)O. Synergy scores: CSS=-0.665, Synergy_ZIP=0.251, Synergy_Bliss=-4.30, Synergy_Loewe=-12.2, Synergy_HSA=-7.10. (10) Drug 2: C1CC(C1)(C(=O)O)C(=O)O.[NH2-].[NH2-].[Pt+2]. Drug 1: CC1C(C(=O)NC(C(=O)N2CCCC2C(=O)N(CC(=O)N(C(C(=O)O1)C(C)C)C)C)C(C)C)NC(=O)C3=C4C(=C(C=C3)C)OC5=C(C(=O)C(=C(C5=N4)C(=O)NC6C(OC(=O)C(N(C(=O)CN(C(=O)C7CCCN7C(=O)C(NC6=O)C(C)C)C)C)C(C)C)C)N)C. Cell line: OVCAR-5. Synergy scores: CSS=24.7, Synergy_ZIP=-1.25, Synergy_Bliss=-1.57, Synergy_Loewe=-11.0, Synergy_HSA=-0.301.